This data is from Catalyst prediction with 721,799 reactions and 888 catalyst types from USPTO. The task is: Predict which catalyst facilitates the given reaction. (1) The catalyst class is: 20. Reactant: Cl.N1C=CN=C1.CCCC[N+](CCCC)(CCCC)CCCC.[F-].[C:25]([O:33][C@H:34]([CH2:39][CH2:40][C:41](=[O:89])/[CH:42]=[CH:43]/[C@@H:44]([C@@H:53]1[O:58][C@H:57]2[CH2:59][CH2:60][C@H:61]([CH2:63][CH2:64][O:65][Si](CC)(CC)CC)[O:62][C@@H:56]2[C@H:55]([O:73][Si](C(C)(C)C)(C)C)[C@@H:54]1[O:81][Si](C(C)(C)C)(C)C)[O:45][Si](C(C)(C)C)(C)C)[CH2:35][C:36]([Br:38])=[CH2:37])(=[O:32])[C:26]1[CH:31]=[CH:30][CH:29]=[CH:28][CH:27]=1.C1(C)C=CC=CC=1. Product: [C:25]([O:33][C@H:34]([CH2:39][CH2:40][C:41](=[O:89])[CH2:42][C@H:43]1[O:81][C@@H:54]2[C@@H:53]([O:58][C@H:57]3[CH2:59][CH2:60][C@H:61]([CH2:63][CH2:64][OH:65])[O:62][C@@H:56]3[C@@H:55]2[OH:73])[C@H:44]1[OH:45])[CH2:35][C:36]([Br:38])=[CH2:37])(=[O:32])[C:26]1[CH:27]=[CH:28][CH:29]=[CH:30][CH:31]=1. (2) Reactant: C([O:8][C:9]1[CH:14]=[C:13]([F:15])[CH:12]=[CH:11][C:10]=1[NH:16][C:17]1[C:26]2[C:21](=[CH:22][C:23]([N:28]=[S:29]([CH3:32])([CH3:31])=[O:30])=[CH:24][C:25]=2[CH3:27])[N:20]=[CH:19][N:18]=1)C1C=CC=CC=1.CO.C1COCC1.CN(C=O)C. Product: [CH3:32][S:29](=[N:28][C:23]1[CH:22]=[C:21]2[C:26]([C:17]([NH:16][C:10]3[CH:11]=[CH:12][C:13]([F:15])=[CH:14][C:9]=3[OH:8])=[N:18][CH:19]=[N:20]2)=[C:25]([CH3:27])[CH:24]=1)([CH3:31])=[O:30]. The catalyst class is: 63. (3) Reactant: [F:1][C:2]1[CH:7]=[CH:6][CH:5]=[C:4]([F:8])[C:3]=1[C:9]1[O:10][C:11]([C:17]2[CH:22]=[CH:21][C:20]([OH:23])=[CH:19][CH:18]=2)=[C:12]([C:14]([NH2:16])=[O:15])[N:13]=1.C([O-])([O-])=O.[K+].[K+].[CH2:30]([CH:32]1[O:34][CH2:33]1)Cl. Product: [F:1][C:2]1[CH:7]=[CH:6][CH:5]=[C:4]([F:8])[C:3]=1[C:9]1[O:10][C:11]([C:17]2[CH:18]=[CH:19][C:20]([O:23][CH2:30][CH:32]3[CH2:33][O:34]3)=[CH:21][CH:22]=2)=[C:12]([C:14]([NH2:16])=[O:15])[N:13]=1. The catalyst class is: 31. (4) Reactant: [Br:1][C:2]1[CH:3]=[C:4]2[C:9](=[N:10][C:11]=1[O:12]C)[N:8]([C@@H:14]([CH:24]([CH3:26])[CH3:25])[CH2:15][O:16][Si:17]([C:20]([CH3:23])([CH3:22])[CH3:21])([CH3:19])[CH3:18])[CH:7]=[C:6]([C:27]([OH:29])=[O:28])[C:5]2=[O:30].N1CCO[CH2:33][CH2:32]1.C([O-])([O-])=O.[K+].[K+]. Product: [Br:1][C:2]1[CH:3]=[C:4]2[C:9](=[N:10][C:11]=1[OH:12])[N:8]([C@@H:14]([CH:24]([CH3:26])[CH3:25])[CH2:15][O:16][Si:17]([C:20]([CH3:22])([CH3:23])[CH3:21])([CH3:19])[CH3:18])[CH:7]=[C:6]([C:27]([O:29][CH2:32][CH3:33])=[O:28])[C:5]2=[O:30]. The catalyst class is: 58. (5) Reactant: [CH2:1]([O:8][C:9]1[CH:17]=[CH:16][C:12]([C:13]([OH:15])=O)=[CH:11][CH:10]=1)[CH2:2][CH2:3][CH2:4][CH2:5][CH2:6][CH3:7].C(Cl)(=O)C(Cl)=O.[NH:24]([C:26]([O:28][C:29]([CH3:32])([CH3:31])[CH3:30])=[O:27])[NH2:25].CCN(C(C)C)C(C)C.Cl. Product: [CH2:1]([O:8][C:9]1[CH:10]=[CH:11][C:12]([C:13]([NH:25][NH:24][C:26]([O:28][C:29]([CH3:32])([CH3:31])[CH3:30])=[O:27])=[O:15])=[CH:16][CH:17]=1)[CH2:2][CH2:3][CH2:4][CH2:5][CH2:6][CH3:7]. The catalyst class is: 59. (6) Reactant: [CH3:1][C:2]1[CH:3]=[N:4][CH:5]=[C:6]([C:8]2[N:9]([C:17]3[CH:22]=[CH:21][C:20]([S:23](C)(=[O:25])=[O:24])=[CH:19][CH:18]=3)[CH:10]=[C:11]([C:13]([F:16])([F:15])[F:14])[N:12]=2)[CH:7]=1.C([Mg]Cl)CCC.C(B(CC)CC)C.C([O-])(=O)C.[Na+].[NH2:45]OS(O)(=O)=O. Product: [CH3:1][C:2]1[CH:7]=[C:6]([C:8]2[N:9]([C:17]3[CH:22]=[CH:21][C:20]([S:23]([NH2:45])(=[O:25])=[O:24])=[CH:19][CH:18]=3)[CH:10]=[C:11]([C:13]([F:16])([F:15])[F:14])[N:12]=2)[CH:5]=[N:4][CH:3]=1. The catalyst class is: 20. (7) Reactant: [OH-].[Na+].[CH2:3]([NH:6][CH2:7][CH2:8][CH2:9][O:10][C:11]1[CH:16]=[CH:15][C:14]([C:17]2[CH:22]=[CH:21][C:20]([C:23]([O:25]CC)=[O:24])=[CH:19][CH:18]=2)=[CH:13][C:12]=1[C:28]1[CH:37]=[CH:36][C:35]2[C:34]([CH3:39])([CH3:38])[CH2:33][CH2:32][C:31]([CH3:41])([CH3:40])[C:30]=2[CH:29]=1)[CH2:4][CH3:5]. Product: [CH2:3]([NH:6][CH2:7][CH2:8][CH2:9][O:10][C:11]1[CH:16]=[CH:15][C:14]([C:17]2[CH:22]=[CH:21][C:20]([C:23]([OH:25])=[O:24])=[CH:19][CH:18]=2)=[CH:13][C:12]=1[C:28]1[CH:37]=[CH:36][C:35]2[C:34]([CH3:39])([CH3:38])[CH2:33][CH2:32][C:31]([CH3:40])([CH3:41])[C:30]=2[CH:29]=1)[CH2:4][CH3:5]. The catalyst class is: 7.